Dataset: Forward reaction prediction with 1.9M reactions from USPTO patents (1976-2016). Task: Predict the product of the given reaction. (1) Given the reactants [OH:1][C:2]1[CH:3]=[C:4]2[C:9](=[CH:10][CH:11]=1)[O:8][CH:7]([C:12]1[CH:17]=[CH:16][CH:15]=[CH:14][CH:13]=1)[CH2:6][C:5]2=[O:18].B.C1COCC1, predict the reaction product. The product is: [C:12]1([CH:7]2[CH2:6][CH:5]([OH:18])[C:4]3[C:9](=[CH:10][CH:11]=[C:2]([OH:1])[CH:3]=3)[O:8]2)[CH:13]=[CH:14][CH:15]=[CH:16][CH:17]=1. (2) Given the reactants [C:1]([O:13][CH3:14])(=[O:12])[C:2]1[CH:11]=[CH:10][C:5]([C:6]([O:8][CH3:9])=[O:7])=[CH:4][CH:3]=1.C(O)[CH2:16][CH2:17][CH2:18][CH2:19][CH2:20][CH2:21][CH2:22][CH2:23][CH2:24][CH2:25][CH2:26][CH2:27][CH2:28][CH2:29][CH2:30][CH2:31][CH3:32], predict the reaction product. The product is: [C:6]([O:8][CH2:9][CH2:32][CH2:31][CH2:30][CH2:29][CH2:28][CH2:27][CH2:26][CH2:25][CH2:24][CH2:23][CH2:22][CH2:21][CH2:20][CH2:19][CH2:18][CH2:17][CH3:16])(=[O:7])[C:5]1[CH:10]=[CH:11][C:2]([C:1]([O:13][CH2:14][CH2:32][CH2:31][CH2:30][CH2:29][CH2:28][CH2:27][CH2:26][CH2:25][CH2:24][CH2:23][CH2:22][CH2:21][CH2:20][CH2:19][CH2:18][CH2:17][CH3:16])=[O:12])=[CH:3][CH:4]=1. (3) Given the reactants [F:1][C:2]1[CH:7]=[CH:6][C:5]([C:8]2[CH:13]=[CH:12][C:11]([OH:14])=[CH:10][CH:9]=2)=[CH:4][CH:3]=1.C(O[C:18]([C:20]1(CI)[CH2:24][CH2:23][N:22]([C:25](=[O:35])[C:26]2[CH:31]=[CH:30][CH:29]=[CH:28][C:27]=2[O:32][CH2:33][CH3:34])[CH2:21]1)=O)C, predict the reaction product. The product is: [CH2:33]([O:32][C:27]1[CH:28]=[CH:29][CH:30]=[CH:31][C:26]=1[C:25]([N:22]1[CH2:23][CH2:24][CH:20]([CH2:18][O:14][C:11]2[CH:12]=[CH:13][C:8]([C:5]3[CH:4]=[CH:3][C:2]([F:1])=[CH:7][CH:6]=3)=[CH:9][CH:10]=2)[CH2:21]1)=[O:35])[CH3:34]. (4) Given the reactants [C:1]([C:3]1[C:8]([C:9]#[N:10])=[CH:7][N:6]=[C:5]([NH:11][C:12]([N:14]2[C:23]3[C:18](=[CH:19][CH:20]=[C:21]([CH:24](OC)[O:25]C)[N:22]=3)[CH2:17][CH2:16][CH2:15]2)=[O:13])[CH:4]=1)#[N:2].O.Cl, predict the reaction product. The product is: [C:1]([C:3]1[C:8]([C:9]#[N:10])=[CH:7][N:6]=[C:5]([NH:11][C:12]([N:14]2[C:23]3[C:18](=[CH:19][CH:20]=[C:21]([CH:24]=[O:25])[N:22]=3)[CH2:17][CH2:16][CH2:15]2)=[O:13])[CH:4]=1)#[N:2]. (5) Given the reactants Br[C:2]1[CH:3]=[C:4]([NH:10][C:11]2[CH:16]=[CH:15][N:14]=[C:13]([O:17][CH3:18])[N:12]=2)[C:5](=[O:9])[N:6]([CH3:8])[CH:7]=1.[C:19]([O:22][CH2:23][C:24]1[C:29]([N:30]2[CH2:42][CH2:41][N:33]3[C:34]4[CH2:35][CH2:36][CH2:37][CH2:38][C:39]=4[CH:40]=[C:32]3[C:31]2=[O:43])=[CH:28][C:27]([F:44])=[CH:26][C:25]=1B1OC(C)(C)C(C)(C)O1)(=[O:21])[CH3:20].C(=O)([O-])[O-].[Na+].[Na+].COCCOC, predict the reaction product. The product is: [C:19]([O:22][CH2:23][C:24]1[C:29]([N:30]2[CH2:42][CH2:41][N:33]3[C:34]4[CH2:35][CH2:36][CH2:37][CH2:38][C:39]=4[CH:40]=[C:32]3[C:31]2=[O:43])=[CH:28][C:27]([F:44])=[CH:26][C:25]=1[C:2]1[CH:3]=[C:4]([NH:10][C:11]2[CH:16]=[CH:15][N:14]=[C:13]([O:17][CH3:18])[N:12]=2)[C:5](=[O:9])[N:6]([CH3:8])[CH:7]=1)(=[O:21])[CH3:20]. (6) Given the reactants [C:1]([C:3]1[C:8]([F:9])=[CH:7][C:6]([C:10]2[CH:11]=[N:12][N:13]([C:16]3[CH:24]=[CH:23][C:19]([C:20]([OH:22])=O)=[CH:18][N:17]=3)[C:14]=2[OH:15])=[C:5]([CH3:25])[CH:4]=1)#[N:2].Cl.Cl.[CH3:28][N:29]1[CH2:36][CH2:35][NH:34][CH2:33][C:30]21[CH2:32][CH2:31]2, predict the reaction product. The product is: [F:9][C:8]1[CH:7]=[C:6]([C:10]2[CH:11]=[N:12][N:13]([C:16]3[CH:24]=[CH:23][C:19]([C:20]([N:34]4[CH2:33][C:30]5([CH2:32][CH2:31]5)[N:29]([CH3:28])[CH2:36][CH2:35]4)=[O:22])=[CH:18][N:17]=3)[C:14]=2[OH:15])[C:5]([CH3:25])=[CH:4][C:3]=1[C:1]#[N:2]. (7) The product is: [F:35][C:2]([F:1])([F:34])[C:3]1[CH:4]=[C:5]2[C:10](=[CH:11][CH:12]=1)[N:9]1[C:13]([C:16]3[N:17]([CH2:21][O:22][CH2:23][CH2:24][Si:25]([CH3:27])([CH3:28])[CH3:26])[N:18]=[CH:19][CH:20]=3)=[CH:14][N:15]=[C:8]1[C:7]([NH:29][CH2:30][CH2:31][CH2:32][O:33][P:43](=[O:52])([O:44][CH2:45][C:46]1[CH:51]=[CH:50][CH:49]=[CH:48][CH:47]=1)[O:42][CH2:72][C:73]1[CH:78]=[CH:77][CH:76]=[CH:75][CH:74]=1)=[N:6]2. Given the reactants [F:1][C:2]([F:35])([F:34])[C:3]1[CH:4]=[C:5]2[C:10](=[CH:11][CH:12]=1)[N:9]1[C:13]([C:16]3[N:17]([CH2:21][O:22][CH2:23][CH2:24][Si:25]([CH3:28])([CH3:27])[CH3:26])[N:18]=[CH:19][CH:20]=3)=[CH:14][N:15]=[C:8]1[C:7]([NH:29][CH2:30][CH2:31][CH2:32][OH:33])=[N:6]2.CC(C)([O-])C.[K+].[O:42]([CH2:72][C:73]1[CH:78]=[CH:77][CH:76]=[CH:75][CH:74]=1)[P:43](O[P:43]([O:44][CH2:45][C:46]1[CH:51]=[CH:50][CH:49]=[CH:48][CH:47]=1)([O:42][CH2:72][C:73]1[CH:78]=[CH:77][CH:76]=[CH:75][CH:74]=1)=[O:52])(=[O:52])[O:44][CH2:45][C:46]1[CH:51]=[CH:50][CH:49]=[CH:48][CH:47]=1, predict the reaction product. (8) Given the reactants [F:1][C:2]1[CH:7]=[CH:6][C:5]([N:8]2[CH:12]=[C:11]([C:13](O)=[O:14])[N:10]=[CH:9]2)=[CH:4][CH:3]=1.CO, predict the reaction product. The product is: [F:1][C:2]1[CH:3]=[CH:4][C:5]([N:8]2[CH:12]=[C:11]([CH2:13][OH:14])[N:10]=[CH:9]2)=[CH:6][CH:7]=1. (9) Given the reactants [N+](=[CH:3][Si](C)(C)C)=[N-].[OH:8][CH2:9][CH:10]([C:15]1[CH:20]=[C:19]([C:21]([F:24])([F:23])[F:22])[CH:18]=[C:17]([C:25]([F:28])([F:27])[F:26])[CH:16]=1)[C:11]([O:13][CH3:14])=[O:12].F[B-](F)(F)F.[H+].O, predict the reaction product. The product is: [CH3:3][O:8][CH2:9][CH:10]([C:15]1[CH:16]=[C:17]([C:25]([F:26])([F:27])[F:28])[CH:18]=[C:19]([C:21]([F:23])([F:22])[F:24])[CH:20]=1)[C:11]([O:13][CH3:14])=[O:12].